Task: Predict the product of the given reaction.. Dataset: Forward reaction prediction with 1.9M reactions from USPTO patents (1976-2016) (1) Given the reactants [F:1][CH:2]([F:38])[C:3]1[N:7]([C:8]2[N:13]=[C:12]([N:14]3[CH2:19][CH2:18][O:17][CH2:16][CH2:15]3)[N:11]=[C:10]([O:20][CH:21]3[CH2:26][CH2:25][N:24]([S:27]([CH:30]=[CH2:31])(=[O:29])=[O:28])[CH2:23][CH2:22]3)[N:9]=2)[C:6]2[CH:32]=[CH:33][CH:34]=[C:35]([O:36][CH3:37])[C:5]=2[N:4]=1.[NH:39]1[CH2:44][CH2:43][O:42][CH2:41][CH2:40]1, predict the reaction product. The product is: [F:38][CH:2]([F:1])[C:3]1[N:7]([C:8]2[N:13]=[C:12]([N:14]3[CH2:15][CH2:16][O:17][CH2:18][CH2:19]3)[N:11]=[C:10]([O:20][CH:21]3[CH2:22][CH2:23][N:24]([S:27]([CH2:30][CH2:31][N:39]4[CH2:44][CH2:43][O:42][CH2:41][CH2:40]4)(=[O:29])=[O:28])[CH2:25][CH2:26]3)[N:9]=2)[C:6]2[CH:32]=[CH:33][CH:34]=[C:35]([O:36][CH3:37])[C:5]=2[N:4]=1. (2) Given the reactants [C:1]1([SH:7])[CH:6]=[CH:5][CH:4]=[CH:3][CH:2]=1.[H-].[Na+].[Br:10][C:11](Br)([F:13])[F:12].O, predict the reaction product. The product is: [Br:10][C:11]([S:7][C:1]1[CH:6]=[CH:5][CH:4]=[CH:3][CH:2]=1)([F:13])[F:12]. (3) Given the reactants [NH2:1][C@H:2]1[CH2:7][CH2:6][CH2:5][CH2:4][C@H:3]1[NH:8][C:9]1[CH:10]=[C:11]([NH:17][C:18]2[CH:27]=[C:26]3[C:21]([CH:22]=[CH:23][CH:24]=[N:25]3)=[CH:20][CH:19]=2)[C:12]([C:15]#[N:16])=[N:13][CH:14]=1.[OH-].[Na+].OO.CC(O)=[O:34], predict the reaction product. The product is: [NH2:1][C@H:2]1[CH2:7][CH2:6][CH2:5][CH2:4][C@H:3]1[NH:8][C:9]1[CH:10]=[C:11]([NH:17][C:18]2[CH:27]=[C:26]3[C:21]([CH:22]=[CH:23][CH:24]=[N:25]3)=[CH:20][CH:19]=2)[C:12]([C:15]([NH2:16])=[O:34])=[N:13][CH:14]=1.